Dataset: Full USPTO retrosynthesis dataset with 1.9M reactions from patents (1976-2016). Task: Predict the reactants needed to synthesize the given product. (1) Given the product [OH:25][CH:26]([C:1]12[CH2:10][CH:5]3[CH2:6][CH:7]([CH2:9][CH:3]([CH2:4]3)[CH2:2]1)[CH2:8]2)[C:27]([OH:33])=[O:28], predict the reactants needed to synthesize it. The reactants are: [C:1]12(Br)[CH2:10][CH:5]3[CH2:6][CH:7]([CH2:9][CH:3]([CH2:4]3)[CH2:2]1)[CH2:8]2.[Br-].C12CC3CC(CC(C3)C1)C2.C[Si](C)(C)[O:25][CH:26]=[C:27]([O:33][Si](C)(C)C)[O:28][Si](C)(C)C.[NH4+].[Cl-]. (2) Given the product [Br:1][C:2]1[CH:3]=[CH:4][C:5]([Cl:11])=[C:6]([CH:10]=1)[C:7]([O:9][CH3:16])=[O:8], predict the reactants needed to synthesize it. The reactants are: [Br:1][C:2]1[CH:3]=[CH:4][C:5]([Cl:11])=[C:6]([CH:10]=1)[C:7]([OH:9])=[O:8].O=S(Cl)Cl.[CH3:16]O. (3) Given the product [CH3:9][C:6]1[CH:5]=[C:4]([NH:3][C:10]2[O:49][C:28]([C:29]([NH:31][C:32]3[CH:37]=[CH:36][C:35]([C@H:38]4[CH2:43][CH2:42][C@H:41]([CH2:44][C:45]([OH:47])=[O:46])[CH2:40][CH2:39]4)=[CH:34][CH:33]=3)=[O:30])=[N:26][N:27]=2)[O:8][N:7]=1, predict the reactants needed to synthesize it. The reactants are: [H-].[Na+].[NH2:3][C:4]1[O:8][N:7]=[C:6]([CH3:9])[CH:5]=1.[CH:10]1C=C(OC(OC2N=CC=CC=2)=S)N=CC=1.[NH:26]([C:28](=[O:49])[C:29]([NH:31][C:32]1[CH:37]=[CH:36][C:35]([C@H:38]2[CH2:43][CH2:42][C@H:41]([CH2:44][C:45]([O:47]C)=[O:46])[CH2:40][CH2:39]2)=[CH:34][CH:33]=1)=[O:30])[NH2:27].CCN=C=NCCCN(C)C. (4) Given the product [Cl:14][C:15]1[C:16]([O:11][C:2]2[CH:3]=[CH:4][C:5]3[CH2:6][CH2:7][CH2:8][CH2:9][C:10]=3[CH:1]=2)=[CH:17][C:18]([F:28])=[C:19]([CH:27]=1)[C:20]([NH:22][S:23]([CH3:26])(=[O:24])=[O:25])=[O:21].[Cl:14][C:15]1[C:16]([F:29])=[CH:17][C:18]([O:11][C:2]2[CH:3]=[CH:4][C:5]3[CH2:6][CH2:7][CH2:8][CH2:9][C:10]=3[CH:1]=2)=[C:19]([CH:27]=1)[C:20]([NH:22][S:23]([CH3:26])(=[O:25])=[O:24])=[O:21], predict the reactants needed to synthesize it. The reactants are: [CH:1]1[C:10]2[CH2:9][CH2:8][CH2:7][CH2:6][C:5]=2[CH:4]=[CH:3][C:2]=1[OH:11].[H-].[Na+].[Cl:14][C:15]1[C:16]([F:29])=[CH:17][C:18]([F:28])=[C:19]([CH:27]=1)[C:20]([NH:22][S:23]([CH3:26])(=[O:25])=[O:24])=[O:21].[NH4+].[Cl-]. (5) Given the product [Si:1]([O:8][C@@H:9]1[C@@:29]2([CH3:30])[C:13](=[CH:14][CH:15]=[C:16]3[C@@H:28]2[CH2:27][CH2:26][C@@:25]2([CH3:31])[C@H:17]3[CH2:18][CH:19]=[C:20]2[C:21]([O:24]/[CH:41]=[CH:42]\[CH2:43][C:44]([CH2:55][CH3:56])([O:47][Si:48]([CH2:53][CH3:54])([CH2:49][CH3:50])[CH2:51][CH3:52])[CH2:45][CH3:46])([CH3:23])[CH3:22])[CH2:12][C@@H:11]([O:32][Si:33]([C:36]([CH3:39])([CH3:38])[CH3:37])([CH3:34])[CH3:35])[CH2:10]1)([C:4]([CH3:7])([CH3:6])[CH3:5])([CH3:3])[CH3:2], predict the reactants needed to synthesize it. The reactants are: [Si:1]([O:8][C@@H:9]1[C@@:29]2([CH3:30])[C:13](=[CH:14][CH:15]=[C:16]3[C@@H:28]2[CH2:27][CH2:26][C@@:25]2([CH3:31])[C@H:17]3[CH2:18][CH:19]=[C:20]2[C:21]([OH:24])([CH3:23])[CH3:22])[CH2:12][C@@H:11]([O:32][Si:33]([C:36]([CH3:39])([CH3:38])[CH3:37])([CH3:35])[CH3:34])[CH2:10]1)([C:4]([CH3:7])([CH3:6])[CH3:5])([CH3:3])[CH3:2].Br/[CH:41]=[CH:42]\[CH2:43][C:44]([CH2:55][CH3:56])([O:47][Si:48]([CH2:53][CH3:54])([CH2:51][CH3:52])[CH2:49][CH3:50])[CH2:45][CH3:46].[H-].[Na+].C1OCCOCCOCCOCCOC1. (6) Given the product [F:27][C:28]1[CH:29]=[C:30]([CH:33]=[CH:34][CH:35]=1)[CH2:31][N:22]1[CH2:21][CH2:20][N:16]2[C:17]3[CH:18]=[CH:19][C:11]([O:10][CH:7]4[CH2:8][CH2:9][N:4]([CH:1]([CH3:3])[CH3:2])[CH2:5][CH2:6]4)=[CH:12][C:13]=3[CH:14]=[C:15]2[C:23]1=[O:24], predict the reactants needed to synthesize it. The reactants are: [CH:1]([N:4]1[CH2:9][CH2:8][CH:7]([O:10][C:11]2[CH:19]=[CH:18][C:17]3[N:16]4[CH2:20][CH2:21][NH:22][C:23](=[O:24])[C:15]4=[CH:14][C:13]=3[CH:12]=2)[CH2:6][CH2:5]1)([CH3:3])[CH3:2].[H-].[Na+].[F:27][C:28]1[CH:29]=[C:30]([CH:33]=[CH:34][CH:35]=1)[CH2:31]Br. (7) Given the product [CH2:10]([O:8][C:5]1[CH:6]=[CH:7][C:2]([I:1])=[CH:3][C:4]=1[CH3:9])[C:11]1[CH:16]=[CH:15][CH:14]=[CH:13][CH:12]=1, predict the reactants needed to synthesize it. The reactants are: [I:1][C:2]1[CH:7]=[CH:6][C:5]([OH:8])=[C:4]([CH3:9])[CH:3]=1.[CH2:10](Br)[C:11]1[CH:16]=[CH:15][CH:14]=[CH:13][CH:12]=1.C([O-])([O-])=O.[K+].[K+].